Dataset: Full USPTO retrosynthesis dataset with 1.9M reactions from patents (1976-2016). Task: Predict the reactants needed to synthesize the given product. (1) Given the product [CH2:13]([O:15][C:16]([C:18]1[CH:19]2[N:43]([C:8]([O:11][C:62]([CH3:64])([CH3:63])[CH3:61])=[O:10])[CH:23]([CH2:24][C:25]=1[C:26]1[CH:31]=[CH:30][C:29]([O:32][CH2:33][CH2:34][OH:35])=[CH:28][CH:27]=1)[CH2:22][N:21]([C:45]([O:47][C:48]([CH3:51])([CH3:50])[CH3:49])=[O:46])[CH2:20]2)=[O:17])[CH3:14], predict the reactants needed to synthesize it. The reactants are: ClC(OC(Cl)C)=O.[C:8]([O-:11])([OH:10])=O.[Na+].[CH2:13]([O:15][C:16]([C:18]1[CH:19]2[N:43](C)[CH:23]([CH2:24][C:25]=1[C:26]1[CH:31]=[CH:30][C:29]([O:32][CH2:33][CH2:34][O:35][Si](C(C)(C)C)(C)C)=[CH:28][CH:27]=1)[CH2:22][N:21]([C:45]([O:47][C:48]([CH3:51])([CH3:50])[CH3:49])=[O:46])[CH2:20]2)=[O:17])[CH3:14].CCN(C(C)C)C(C)C.[CH3:61][C:62](OC(OC(O[C:62]([CH3:64])([CH3:63])[CH3:61])=O)=O)([CH3:64])[CH3:63]. (2) Given the product [ClH:27].[ClH:27].[C:21]1([CH:7]([C:1]2[CH:6]=[CH:5][CH:4]=[CH:3][CH:2]=2)[N:8]2[CH2:11][CH:10]([NH:12][NH2:13])[CH2:9]2)[CH:22]=[CH:23][CH:24]=[CH:25][CH:26]=1, predict the reactants needed to synthesize it. The reactants are: [C:1]1([CH:7]([C:21]2[CH:26]=[CH:25][CH:24]=[CH:23][CH:22]=2)[N:8]2[CH2:11][CH:10]([NH:12][NH:13]C(OC(C)(C)C)=O)[CH2:9]2)[CH:6]=[CH:5][CH:4]=[CH:3][CH:2]=1.[ClH:27]. (3) Given the product [Cl:12][C:7]1[CH:8]=[CH:9][CH:10]=[C:11]2[C:6]=1[N:5]=[CH:4][N:3]=[C:2]2[C:15]1[CH:16]=[C:17]([O:20][CH3:21])[CH:18]=[CH:19][C:14]=1[Cl:13], predict the reactants needed to synthesize it. The reactants are: Cl[C:2]1[C:11]2[C:6](=[C:7]([Cl:12])[CH:8]=[CH:9][CH:10]=2)[N:5]=[CH:4][N:3]=1.[Cl:13][C:14]1[CH:19]=[CH:18][C:17]([O:20][CH3:21])=[CH:16][C:15]=1B(O)O.C([O-])([O-])=O.[Na+].[Na+]. (4) Given the product [Cl:21][C:2]1[C:3]([C:15]([F:18])([F:17])[F:16])=[N:4][C:5]2[C:10]([N:11]=1)=[CH:9][C:8]([C:12]([OH:14])=[O:13])=[CH:7][CH:6]=2, predict the reactants needed to synthesize it. The reactants are: O[C:2]1[C:3]([C:15]([F:18])([F:17])[F:16])=[N:4][C:5]2[C:10]([N:11]=1)=[CH:9][C:8]([C:12]([OH:14])=[O:13])=[CH:7][CH:6]=2.O=P(Cl)(Cl)[Cl:21].CN(C=O)C. (5) Given the product [NH2:10][C:2]1[C:7]([Br:8])=[N:6][CH:5]=[C:4]([NH2:9])[N:3]=1, predict the reactants needed to synthesize it. The reactants are: Cl[C:2]1[C:7]([Br:8])=[N:6][CH:5]=[C:4]([NH2:9])[N:3]=1.[NH3:10]. (6) Given the product [F:10][C:7]1[CH:8]=[CH:9][C:2]([N:11]2[CH2:16][CH2:15][O:14][CH2:13][CH2:12]2)=[C:3]([CH:6]=1)[C:4]#[N:5], predict the reactants needed to synthesize it. The reactants are: F[C:2]1[CH:9]=[CH:8][C:7]([F:10])=[CH:6][C:3]=1[C:4]#[N:5].[NH:11]1[CH2:16][CH2:15][O:14][CH2:13][CH2:12]1.O.